Dataset: Forward reaction prediction with 1.9M reactions from USPTO patents (1976-2016). Task: Predict the product of the given reaction. (1) Given the reactants CC[N:3](C(C)C)C(C)C.[CH3:10][N:11]1[CH2:16][CH2:15][N:14]([C:17]2[CH:22]=[CH:21][C:20]([C:23]3[CH:38]=[N:37][C:26]4[NH:27][C:28]5[CH:33]=[N:32][C:31]([C:34]([OH:36])=O)=[CH:30][C:29]=5[C:25]=4[CH:24]=3)=[CH:19][CH:18]=2)[CH2:13][CH2:12]1.C1CN([P+](ON2N=NC3C=CC=CC2=3)(N2CCCC2)N2CCCC2)CC1.F[P-](F)(F)(F)(F)F.C1C=CC2N(O)N=NC=2C=1.N.O1CCOCC1.S(=O)(=O)(O)O, predict the reaction product. The product is: [CH3:10][N:11]1[CH2:12][CH2:13][N:14]([C:17]2[CH:22]=[CH:21][C:20]([C:23]3[CH:38]=[N:37][C:26]4[NH:27][C:28]5[CH:33]=[N:32][C:31]([C:34]([NH2:3])=[O:36])=[CH:30][C:29]=5[C:25]=4[CH:24]=3)=[CH:19][CH:18]=2)[CH2:15][CH2:16]1. (2) Given the reactants C([NH:4][C:5]1[C:14]2[C:9](=[CH:10][CH:11]=[C:12](Cl)[CH:13]=2)[N:8]=[C:7]([NH:16][CH2:17][C:18]2[O:19][C:20]([CH3:23])=[CH:21][CH:22]=2)[CH:6]=1)C=C.[N:24]1[CH:29]=[CH:28][CH:27]=[C:26]([CH2:30][NH2:31])[CH:25]=1, predict the reaction product. The product is: [CH3:23][C:20]1[O:19][C:18]([CH2:17][NH:16][C:7]2[CH:6]=[C:5]([NH2:4])[C:14]3[C:9](=[CH:10][CH:11]=[C:12]([NH:31][CH2:30][C:26]4[CH:25]=[N:24][CH:29]=[CH:28][CH:27]=4)[CH:13]=3)[N:8]=2)=[CH:22][CH:21]=1. (3) The product is: [Br:1][C:2]1[CH:7]=[CH:6][CH:5]=[C:4]([F:8])[C:3]=1[CH:32]=[O:33]. Given the reactants [Br:1][C:2]1[CH:7]=[CH:6][CH:5]=[C:4]([F:8])[CH:3]=1.C([N-]C(C)C)(C)C.[Li+].[Li+].CCC[CH2-].C(NC(C)C)(C)C.Cl.C1C[O:33][CH2:32]C1, predict the reaction product. (4) Given the reactants F[C:2]1[C:3]([CH3:22])=[N:4][C:5]2[C:10]([N:11]=1)=[C:9]([C:12]1[NH:20][C:19]3[CH2:18][CH2:17][NH:16][C:15](=[O:21])[C:14]=3[CH:13]=1)[CH:8]=[CH:7][CH:6]=2.Cl.[CH3:24][C:25]1([NH2:31])[CH2:30][CH2:29][O:28][CH2:27][CH2:26]1.CCN(C(C)C)C(C)C, predict the reaction product. The product is: [CH3:22][C:3]1[C:2]([NH:31][C:25]2([CH3:24])[CH2:30][CH2:29][O:28][CH2:27][CH2:26]2)=[N:11][C:10]2[C:5](=[CH:6][CH:7]=[CH:8][C:9]=2[C:12]2[NH:20][C:19]3[CH2:18][CH2:17][NH:16][C:15](=[O:21])[C:14]=3[CH:13]=2)[N:4]=1. (5) Given the reactants [OH:1][C:2]1[CH:11]=[C:10]2[C:5]([C:6]([O:12][C:13]3[C:14]([C:23](=[O:25])[CH3:24])=[N:15][C:16]4[C:21]([CH:22]=3)=[CH:20][CH:19]=[CH:18][CH:17]=4)=[CH:7][CH:8]=[N:9]2)=[CH:4][C:3]=1[O:26][CH3:27].C(=O)([O-])[O-].[K+].[K+].Br[CH2:35][CH2:36][CH2:37][OH:38], predict the reaction product. The product is: [OH:38][CH2:37][CH2:36][CH2:35][O:1][C:2]1[CH:11]=[C:10]2[C:5]([C:6]([O:12][C:13]3[C:14]([C:23](=[O:25])[CH3:24])=[N:15][C:16]4[C:21]([CH:22]=3)=[CH:20][CH:19]=[CH:18][CH:17]=4)=[CH:7][CH:8]=[N:9]2)=[CH:4][C:3]=1[O:26][CH3:27]. (6) Given the reactants [CH2:1]([O:8][C:9]([N:11]1[CH2:16][CH2:15][CH:14]([N:17]2[C:25]3[C:20](=[CH:21][C:22]([C:27]([O:29]C)=[O:28])=[C:23]([F:26])[CH:24]=3)[CH2:19][C:18]2=[O:31])[CH2:13][CH2:12]1)=[O:10])[C:2]1[CH:7]=[CH:6][CH:5]=[CH:4][CH:3]=1.[OH-].[Na+].Cl, predict the reaction product. The product is: [CH2:1]([O:8][C:9]([N:11]1[CH2:16][CH2:15][CH:14]([N:17]2[C:25]3[C:20](=[CH:21][C:22]([C:27]([OH:29])=[O:28])=[C:23]([F:26])[CH:24]=3)[CH2:19][C:18]2=[O:31])[CH2:13][CH2:12]1)=[O:10])[C:2]1[CH:7]=[CH:6][CH:5]=[CH:4][CH:3]=1.